Dataset: Reaction yield outcomes from USPTO patents with 853,638 reactions. Task: Predict the reaction yield, written as a fraction of the theoretical maximum amount of product (1.0 means a 100% yield; for example, 0.34 means a 34% yield). (1) The reactants are Br[CH2:2][C:3]1[CH:11]=[CH:10][CH:9]=[C:8]2[C:4]=1[CH:5]=[N:6][N:7]2[CH:12]1[CH2:17][CH2:16][CH2:15][CH2:14][O:13]1.[F:18][C:19]1[C:24]([F:25])=[CH:23][C:22]([C:26]2[CH:31]=[CH:30][C:29]([OH:32])=[CH:28][CH:27]=2)=[C:21]([O:33][CH3:34])[CH:20]=1.C(=O)([O-])[O-].[K+].[K+].CCOC(C)=O. The catalyst is C1COCC1.O. The product is [F:18][C:19]1[C:24]([F:25])=[CH:23][C:22]([C:26]2[CH:27]=[CH:28][C:29]([O:32][CH2:2][C:3]3[CH:11]=[CH:10][CH:9]=[C:8]4[C:4]=3[CH:5]=[N:6][N:7]4[CH:12]3[CH2:17][CH2:16][CH2:15][CH2:14][O:13]3)=[CH:30][CH:31]=2)=[C:21]([O:33][CH3:34])[CH:20]=1. The yield is 0.525. (2) The reactants are [CH3:1][C:2]1[C:6]2[C:7](=[O:18])[N:8]([CH2:11][CH2:12][N:13]3[CH2:17][CH2:16][CH2:15][CH2:14]3)[CH2:9][CH2:10][C:5]=2[NH:4][C:3]=1[CH:19]=O.[F:21][C:22]1[CH:23]=[C:24]2[C:28](=[CH:29][C:30]=1[NH:31][C:32](=[O:35])[CH2:33][OH:34])[NH:27][C:26](=[O:36])[CH2:25]2. No catalyst specified. The product is [F:21][C:22]1[CH:23]=[C:24]2[C:28](=[CH:29][C:30]=1[NH:31][C:32](=[O:35])[CH2:33][OH:34])[NH:27][C:26](=[O:36])[C:25]2=[CH:19][C:3]1[NH:4][C:5]2[CH2:10][CH2:9][N:8]([CH2:11][CH2:12][N:13]3[CH2:14][CH2:15][CH2:16][CH2:17]3)[C:7](=[O:18])[C:6]=2[C:2]=1[CH3:1]. The yield is 0.430. (3) The reactants are [CH3:1][C:2]1[N:10]([CH:11]([CH3:14])[CH:12]=[O:13])[C:5]2=[N:6][CH:7]=[CH:8][CH:9]=[C:4]2[C:3]=1[C:15]([O:17][C:18]([CH3:21])([CH3:20])[CH3:19])=[O:16].[Si]([C:26]([F:29])([F:28])[F:27])(C)(C)C.CCCC[N+](CCCC)(CCCC)CCCC.[F-].[NH4+].[Cl-]. The catalyst is C1COCC1. The product is [CH3:1][C:2]1[N:10]([CH:11]([CH:12]([OH:13])[C:26]([F:29])([F:28])[F:27])[CH3:14])[C:5]2=[N:6][CH:7]=[CH:8][CH:9]=[C:4]2[C:3]=1[C:15]([O:17][C:18]([CH3:20])([CH3:19])[CH3:21])=[O:16]. The yield is 0.320. (4) The reactants are [Cl:1][C:2]1[CH:13]=[CH:12][CH:11]=[C:10]([N+:14]([O-:16])=[O:15])[C:3]=1[C:4]([NH:6][CH:7]1[CH2:9][CH2:8]1)=[O:5].O=S(Cl)Cl.[C:21]([O:25][C:26]([NH:28][C@@H:29]([CH3:33])[C:30](O)=[O:31])=[O:27])([CH3:24])([CH3:23])[CH3:22].CCN(C(C)C)C(C)C. The catalyst is C1(C)C=CC=CC=1.C(Cl)Cl. The product is [Cl:1][C:2]1[CH:13]=[CH:12][CH:11]=[C:10]([N+:14]([O-:16])=[O:15])[C:3]=1[C:4]([N:6]([C:30](=[O:31])[C@@H:29]([NH:28][C:26](=[O:27])[O:25][C:21]([CH3:23])([CH3:22])[CH3:24])[CH3:33])[CH:7]1[CH2:9][CH2:8]1)=[O:5]. The yield is 0.724. (5) The product is [CH3:1][O:2][C:3](=[O:15])[C:4]1[CH:9]=[C:8]([C:21]2[N:17]([CH3:16])[N:18]=[CH:19][CH:20]=2)[C:7]([CH:11]([F:13])[CH3:12])=[CH:6][C:5]=1[NH2:14]. The reactants are [CH3:1][O:2][C:3](=[O:15])[C:4]1[CH:9]=[C:8](I)[C:7]([CH:11]([F:13])[CH3:12])=[CH:6][C:5]=1[NH2:14].[CH3:16][N:17]1[C:21]([Sn](CCCC)(CCCC)CCCC)=[CH:20][CH:19]=[N:18]1. The yield is 0.930. The catalyst is O1CCOCC1.Cl[Pd](Cl)([P](C1C=CC=CC=1)(C1C=CC=CC=1)C1C=CC=CC=1)[P](C1C=CC=CC=1)(C1C=CC=CC=1)C1C=CC=CC=1. (6) The reactants are [CH2:1]([O:3][C:4]([C:6]1[O:7][C:8]2[CH:15]=[CH:14][CH:13]=[C:12](OS(C(F)(F)F)(=O)=O)[C:9]=2[C:10]=1[CH3:11])=[O:5])[CH3:2].[CH3:24][O:25][CH2:26][C:27]#[CH:28].C(N(CC)CC)C.C(OCC)(=O)C.CCCCCC. The catalyst is CN(C=O)C.Cl[Pd](Cl)([P](C1C=CC=CC=1)(C1C=CC=CC=1)C1C=CC=CC=1)[P](C1C=CC=CC=1)(C1C=CC=CC=1)C1C=CC=CC=1. The product is [CH2:1]([O:3][C:4]([C:6]1[O:7][C:8]2[CH:15]=[CH:14][CH:13]=[C:12]([C:28]#[C:27][CH2:26][O:25][CH3:24])[C:9]=2[C:10]=1[CH3:11])=[O:5])[CH3:2]. The yield is 0.530.